Dataset: Full USPTO retrosynthesis dataset with 1.9M reactions from patents (1976-2016). Task: Predict the reactants needed to synthesize the given product. (1) Given the product [Cl:19][C:14]1[CH:15]=[CH:16][CH:17]=[CH:18][C:13]=1[N:12]1[CH:8]([C:5]2[CH:4]=[CH:3][C:2]([N:30]3[CH2:35][CH2:34][S:33](=[O:37])(=[O:36])[CH2:32][CH2:31]3)=[CH:7][CH:6]=2)[CH2:9][C:10]([C:20]([C:26]([F:27])([F:28])[F:29])([C:22]([F:25])([F:24])[F:23])[OH:21])=[N:11]1, predict the reactants needed to synthesize it. The reactants are: Br[C:2]1[CH:7]=[CH:6][C:5]([CH:8]2[N:12]([C:13]3[CH:18]=[CH:17][CH:16]=[CH:15][C:14]=3[Cl:19])[N:11]=[C:10]([C:20]([C:26]([F:29])([F:28])[F:27])([C:22]([F:25])([F:24])[F:23])[OH:21])[CH2:9]2)=[CH:4][CH:3]=1.[NH:30]1[CH2:35][CH2:34][S:33](=[O:37])(=[O:36])[CH2:32][CH2:31]1.C1C=CC(P(C2C(C3C(P(C4C=CC=CC=4)C4C=CC=CC=4)=CC=C4C=3C=CC=C4)=C3C(C=CC=C3)=CC=2)C2C=CC=CC=2)=CC=1.CC(C)([O-])C.[Na+]. (2) Given the product [NH2:33][S:2]([C:5]1[CH:23]=[CH:22][C:8]2[N:9]([CH2:13][C:14]3[CH:19]=[CH:18][C:17]([Cl:20])=[CH:16][C:15]=3[Cl:21])[C:10]([CH3:12])=[N:11][C:7]=2[CH:6]=1)(=[O:4])=[O:3], predict the reactants needed to synthesize it. The reactants are: Cl[S:2]([C:5]1[CH:23]=[CH:22][C:8]2[N:9]([CH2:13][C:14]3[CH:19]=[CH:18][C:17]([Cl:20])=[CH:16][C:15]=3[Cl:21])[C:10]([CH3:12])=[N:11][C:7]=2[CH:6]=1)(=[O:4])=[O:3].ClS(C1C=CC2N=C(C)[N:33](CC3C=CC(Cl)=CC=3Cl)C=2C=1)(=O)=O. (3) Given the product [C:7]1([O:6][C:5]2[CH:4]=[CH:3][CH:2]=[CH:30][CH:29]=2)[CH:8]=[CH:9][CH:10]=[CH:11][CH:12]=1, predict the reactants needed to synthesize it. The reactants are: Cl[C:2]1[CH:30]=[CH:29][C:5]([O:6][C:7]2[CH:12]=[CH:11][C:10](N3C=C(C4C=CC=CC=4O)N=C3CC(C)C)=[CH:9][CH:8]=2)=[CH:4][CH:3]=1.C([O-])([O-])=O.[Cs+].[Cs+].S([O-])(=O)(=O)C. (4) Given the product [CH3:45][C:46]1([CH3:54])[O:50][CH:49]([CH2:51][O:52][NH:53][C:41]([C:30]2[C:31]([NH:32][C:33]3[CH:38]=[CH:37][C:36]([I:39])=[CH:35][C:34]=3[F:40])=[C:23]([F:22])[C:24](=[O:44])[N:25]3[C:29]=2[CH2:28][CH2:27][CH2:26]3)=[O:43])[CH2:48][O:47]1, predict the reactants needed to synthesize it. The reactants are: CCN=C=NCCCN(C)C.C1C=CC2N(O)N=NC=2C=1.[F:22][C:23]1[C:24](=[O:44])[N:25]2[C:29](=[C:30]([C:41]([OH:43])=O)[C:31]=1[NH:32][C:33]1[CH:38]=[CH:37][C:36]([I:39])=[CH:35][C:34]=1[F:40])[CH2:28][CH2:27][CH2:26]2.[CH3:45][C:46]1([CH3:54])[O:50][CH:49]([CH2:51][O:52][NH2:53])[CH2:48][O:47]1. (5) Given the product [Cl-:1].[Cl:1][C:2]1[CH:3]=[C:4]([C:8]2[O:12][N:11]=[C:10]([CH2:13][N+:9]3[CH:20]=[CH:19][CH:3]=[CH:4][CH:8]=3)[N:9]=2)[CH:5]=[CH:6][CH:7]=1, predict the reactants needed to synthesize it. The reactants are: [Cl:1][C:2]1[CH:3]=[C:4]([C:8]2[O:12][N:11]=[C:10]([CH:13](O)O)[N:9]=2)[CH:5]=[CH:6][CH:7]=1.C(O[CH2:19][CH3:20])C. (6) The reactants are: CC([O-])(C)C.[K+].[CH3:7][CH2:8][O:9][C:10]([CH2:12]P(OCC)(OCC)=O)=[O:11].[CH3:21][N:22]([CH3:36])[C:23]1([C:30]2[CH:35]=[CH:34][CH:33]=[CH:32][CH:31]=2)[CH2:28][CH2:27][C:26](=O)[CH2:25][CH2:24]1. Given the product [CH2:8]([O:9][C:10](=[O:11])[CH:12]=[C:26]1[CH2:25][CH2:24][C:23]([N:22]([CH3:36])[CH3:21])([C:30]2[CH:35]=[CH:34][CH:33]=[CH:32][CH:31]=2)[CH2:28][CH2:27]1)[CH3:7], predict the reactants needed to synthesize it.